From a dataset of Full USPTO retrosynthesis dataset with 1.9M reactions from patents (1976-2016). Predict the reactants needed to synthesize the given product. The reactants are: Cl[C:2]1[C:11]2[C:6](=[CH:7][C:8]([O:14][CH2:15][CH2:16][CH2:17][N:18]3[CH2:23][CH2:22][O:21][CH2:20][CH2:19]3)=[C:9]([O:12][CH3:13])[CH:10]=2)[N:5]=[CH:4][N:3]=1.Cl.[NH2:25][C:26]1[NH:30][N:29]=[C:28]([CH2:31][C:32]([O:34][CH3:35])=[O:33])[CH:27]=1. Given the product [CH3:13][O:12][C:9]1[CH:10]=[C:11]2[C:6](=[CH:7][C:8]=1[O:14][CH2:15][CH2:16][CH2:17][N:18]1[CH2:23][CH2:22][O:21][CH2:20][CH2:19]1)[N:5]=[CH:4][N:3]=[C:2]2[NH:25][C:26]1[NH:30][N:29]=[C:28]([CH2:31][C:32]([O:34][CH3:35])=[O:33])[CH:27]=1, predict the reactants needed to synthesize it.